This data is from Forward reaction prediction with 1.9M reactions from USPTO patents (1976-2016). The task is: Predict the product of the given reaction. Given the reactants [C:1]([C:3]1[CH:4]=[C:5]([CH:29]=[CH:30][CH:31]=1)[C:6]([NH:8][C:9]1[C:13]([C:14]2[N:18]([C:19]3[CH:24]=[CH:23][C:22]([F:25])=[C:21]([C:26]#[N:27])[CH:20]=3)[C:17](=[O:28])[O:16][N:15]=2)=[N:12][O:11][N:10]=1)=O)#[N:2].P(Cl)(Cl)(Cl)(Cl)Cl.C([BH3-])#N.[Na+], predict the reaction product. The product is: [C:1]([C:3]1[CH:4]=[C:5]([CH:29]=[CH:30][CH:31]=1)[CH2:6][NH:8][C:9]1[C:13]([C:14]2[N:18]([C:19]3[CH:24]=[CH:23][C:22]([F:25])=[C:21]([CH:20]=3)[C:26]#[N:27])[C:17](=[O:28])[O:16][N:15]=2)=[N:12][O:11][N:10]=1)#[N:2].